This data is from Forward reaction prediction with 1.9M reactions from USPTO patents (1976-2016). The task is: Predict the product of the given reaction. Given the reactants [O:1]=[C:2]1[NH:6][CH2:5][CH2:4][N:3]1[CH:7]1[CH2:12][CH2:11][N:10](C(OCC2C=CC=CC=2)=O)[CH2:9][CH2:8]1, predict the reaction product. The product is: [NH:10]1[CH2:9][CH2:8][CH:7]([N:3]2[CH2:4][CH2:5][NH:6][C:2]2=[O:1])[CH2:12][CH2:11]1.